Task: Predict the reaction yield, written as a fraction of the theoretical maximum amount of product (1.0 means a 100% yield; for example, 0.34 means a 34% yield).. Dataset: Reaction yield outcomes from USPTO patents with 853,638 reactions (1) The reactants are [CH3:1][O:2][C:3]1[N:8]=[CH:7][C:6]([CH2:9][C:10]2[C:11](=[O:18])[N:12]=[C:13](SC)[NH:14][CH:15]=2)=[CH:5][N:4]=1.[Cl:19][C:20]1[CH:35]=[CH:34][C:23]([O:24][C:25]2[CH:30]=[CH:29][C:28]([CH2:31][CH2:32][NH2:33])=[CH:27][CH:26]=2)=[CH:22][CH:21]=1. The catalyst is C(O)C. The product is [Cl:19][C:20]1[CH:35]=[CH:34][C:23]([O:24][C:25]2[CH:30]=[CH:29][C:28]([CH2:31][CH2:32][NH:33][C:13]3[NH:14][CH:15]=[C:10]([CH2:9][C:6]4[CH:5]=[N:4][C:3]([O:2][CH3:1])=[N:8][CH:7]=4)[C:11](=[O:18])[N:12]=3)=[CH:27][CH:26]=2)=[CH:22][CH:21]=1. The yield is 0.175. (2) The reactants are [CH3:1][NH:2][C:3]1[CH:8]=[CH:7][C:6]([CH:9]=[CH:10][C:11]2[CH:23]=[CH:22][C:14]([O:15][CH2:16][CH2:17][O:18][CH2:19][CH2:20][OH:21])=[CH:13][CH:12]=2)=[CH:5][CH:4]=1.[CH3:24][C:25]([Si:28](Cl)([CH3:30])[CH3:29])([CH3:27])[CH3:26].N1C=CN=C1. The catalyst is ClCCl. The product is [C:25]([Si:28]([CH3:30])([CH3:29])[O:21][CH2:20][CH2:19][O:18][CH2:17][CH2:16][O:15][C:14]1[CH:13]=[CH:12][C:11]([CH:10]=[CH:9][C:6]2[CH:5]=[CH:4][C:3]([NH:2][CH3:1])=[CH:8][CH:7]=2)=[CH:23][CH:22]=1)([CH3:27])([CH3:26])[CH3:24]. The yield is 0.910.